This data is from Full USPTO retrosynthesis dataset with 1.9M reactions from patents (1976-2016). The task is: Predict the reactants needed to synthesize the given product. (1) Given the product [P:267]([O:27][C@@H:26]([C@H:25]([C@@H:24]([C@@H:23]([CH2:22][OH:21])[OH:32])[OH:244])[OH:30])[CH:28]=[O:29])([OH:269])([OH:268])=[O:266], predict the reactants needed to synthesize it. The reactants are: C1[C@H](N)[C@@H](O[C@H]2O[C@H](CN)[C@@H](O)[C@H](O)[C@H]2O)[C@H](O)[C@@H]([O:21][C@H:22]2[O:27][C@H:26]([CH2:28][OH:29])[C@@H:25]([OH:30])[C@H:24](N)[C@H:23]2[OH:32])[C@@H]1N.C1[C@H](N)[C@@H](O[C@H]2O[C@H](CO)[C@@H](O)[C@H](O)[C@H]2N)[C@H](O[C@@H]2O[C@H](CO)[C@@H](O[C@H]3O[C@@H](CN)[C@@H](O)[C@H](O)[C@H]3N)[C@H]2O)[C@@H](O)[C@@H]1N.C[C@@H](O)[C@H]1O[C@H](O[C@H]2[C@H](O)[C@@H](O[C@H]3OC[C@@](O)(C)[C@H](NC)[C@H]3O)[C@H](N)C[C@@H]2N)[C@H](N)[C@@H](O)[C@@H]1O.C[C@@H]1O[C@@H](O[C@H]2[C@H](O)[C@@H](O)[C@H](NC(N)=N)[C@@H](O)[C@@H]2NC(N)=N)[C@H](O[C@@H]2O[C@@H](CO)[C@H](O)[C@@H](O)[C@@H]2NC)[C@@]1(O)C=O.C[C@H]1O[C@H]2O[C@H]3[C@H](O[C@@]2(O)C(=O)C1)[C@@H](NC)[C@@H](O)[C@@H](NC)[C@@H]3O.CN[C@H]1[C@H](O)[C@@H](O[C@H]2O[C@H](CO)[C@H](O)[C@@H]3O[C@]4(O[C@H]([C@H](N)CO)[C@H](O)[C@H](O)[C@H]4O)O[C@@H]23)[C@H](O)[C@@H](N)C1.CN(C1C=CC(C(N[C@H](C(O)=O)CCC(O)=O)=O)=CC=1)CC1C=NC2N=C(N)N=C(N)C=2N=1.CP(O)(CC[C@H](N)C(O)=O)=[O:244].C=C(O[C@H]1[C@H](O)[C@H]([O:266][P:267](O)([OH:269])=[O:268])C=C(C(O)=O)C1)C(O)=O.C(NCP(O)(O)=O)C(O)=O.CC(OC(C)=O)C(O)=O.S(=NC(N)=O)(=O)=O.CCNC1N=C(Cl)N=C(NC(C)C)N=1.CC1C(CCC(O)=O)=C2NC=1CC1NC(CC3NC(CC4NC(C2)=C(CCC(O)=O)C=4C)=C(C=C)C=3C)=C(C=C)C=1C. (2) Given the product [C:12]([O:16][C:17]([NH:19][CH2:20][CH2:21][C:22]1[N:35]([CH2:36][CH3:37])[C:34]2[CH:33]=[CH:32][C:27]([C:28]([O:30][CH3:31])=[O:29])=[CH:26][C:25]=2[N:24]=1)=[O:18])([CH3:15])([CH3:14])[CH3:13], predict the reactants needed to synthesize it. The reactants are: C1(C)C=CC(S(O)(=O)=O)=CC=1.[C:12]([O:16][C:17]([NH:19][CH2:20][CH2:21][C:22]([NH:24][C:25]1[CH:26]=[C:27]([CH:32]=[CH:33][C:34]=1[NH:35][CH2:36][CH3:37])[C:28]([O:30][CH3:31])=[O:29])=O)=[O:18])([CH3:15])([CH3:14])[CH3:13]. (3) Given the product [C:1]([O:5][C:6](=[O:14])[NH:7][C:8]1([C:11](=[S:24])[NH2:12])[CH2:10][CH2:9]1)([CH3:4])([CH3:3])[CH3:2], predict the reactants needed to synthesize it. The reactants are: [C:1]([O:5][C:6](=[O:14])[NH:7][C:8]1([C:11](=O)[NH2:12])[CH2:10][CH2:9]1)([CH3:4])([CH3:3])[CH3:2].COC1C=CC(P2(SP(C3C=CC(OC)=CC=3)(=S)S2)=[S:24])=CC=1. (4) Given the product [F:1][C:2]1[C:3]([C:33]2[CH:34]=[N:35][N:36]([CH3:38])[CH:37]=2)=[N:4][C:5]([NH:23][CH2:24][CH2:25][C:26]2[CH:31]=[CH:30][CH:29]=[C:28]([F:32])[CH:27]=2)=[C:6]([CH:22]=1)[C:7]([NH:9][CH2:10][C@H:11]1[CH2:14][CH2:13][N:12]1[C:15](=[O:16])[CH2:41][OH:42])=[O:8], predict the reactants needed to synthesize it. The reactants are: [F:1][C:2]1[C:3]([C:33]2[CH:34]=[N:35][N:36]([CH3:38])[CH:37]=2)=[N:4][C:5]([NH:23][CH2:24][CH2:25][C:26]2[CH:31]=[CH:30][CH:29]=[C:28]([F:32])[CH:27]=2)=[C:6]([CH:22]=1)[C:7]([NH:9][CH2:10][C@H:11]1[CH2:14][CH2:13][N:12]1[C:15](OC(C)(C)C)=[O:16])=[O:8].FC(F)(F)[C:41](O)=[O:42].C(O)(=O)CO.CN(C(ON1N=NC2C=CC=CC1=2)=[N+](C)C)C.F[P-](F)(F)(F)(F)F.C1C=CC2N(O)N=NC=2C=1.CCN(C(C)C)C(C)C. (5) Given the product [CH:1]1([O:5][CH2:9][C:10]2[CH:11]=[CH:12][C:13]3[O:17][CH:16]=[CH:15][C:14]=3[CH:18]=2)[CH2:4][CH2:3][CH2:2]1, predict the reactants needed to synthesize it. The reactants are: [CH:1]1([OH:5])[CH2:4][CH2:3][CH2:2]1.[H-].[Na+].Br[CH2:9][C:10]1[CH:11]=[CH:12][C:13]2[O:17][CH:16]=[CH:15][C:14]=2[CH:18]=1. (6) Given the product [OH:26][C:23]1[CH:22]=[CH:21][C:20]([C@H:15]([NH:14][C:12]([C:3]2[C:2]([NH:1][C:28]([NH:27][C:30]3[C:31]([CH3:38])=[CH:32][C:33]([CH3:37])=[CH:34][C:35]=3[CH3:36])=[O:29])=[CH:11][C:10]3[C:5](=[CH:6][CH:7]=[CH:8][CH:9]=3)[CH:4]=2)=[O:13])[C:16]([O:18][CH3:19])=[O:17])=[CH:25][CH:24]=1, predict the reactants needed to synthesize it. The reactants are: [NH2:1][C:2]1[C:3]([C:12]([NH:14][C@@H:15]([C:20]2[CH:25]=[CH:24][C:23]([OH:26])=[CH:22][CH:21]=2)[C:16]([O:18][CH3:19])=[O:17])=[O:13])=[CH:4][C:5]2[C:10]([CH:11]=1)=[CH:9][CH:8]=[CH:7][CH:6]=2.[N:27]([C:30]1[C:35]([CH3:36])=[CH:34][C:33]([CH3:37])=[CH:32][C:31]=1[CH3:38])=[C:28]=[O:29]. (7) Given the product [CH3:16][C:3]1[C:4]([C:10]2[CH:15]=[CH:14][CH:13]=[CH:12][CH:11]=2)=[C:5]([CH3:9])[CH:6]=[C:7]([CH3:8])[C:2]=1[C:20]1[C:21]([OH:26])=[CH:22][CH:23]=[CH:24][CH:25]=1, predict the reactants needed to synthesize it. The reactants are: Br[C:2]1[C:3]([CH3:16])=[C:4]([C:10]2[CH:15]=[CH:14][CH:13]=[CH:12][CH:11]=2)[C:5]([CH3:9])=[CH:6][C:7]=1[CH3:8].[H-].[Na+].Br[C:20]1[CH:25]=[CH:24][CH:23]=[CH:22][C:21]=1[OH:26].